Dataset: Catalyst prediction with 721,799 reactions and 888 catalyst types from USPTO. Task: Predict which catalyst facilitates the given reaction. (1) Reactant: Br[C:2]1[CH:3]=[C:4]2[C:8](=[N:9][CH:10]=1)[NH:7]N=[CH:5]2.[CH:11]([NH2:14])([CH3:13])[CH3:12].[Li+].[CH3:16][Si]([N-][Si](C)(C)C)(C)C.CC(C1C=C(C(C)C)C(C2C=CC=CC=2P(C2CCCCC2)C2CCCCC2)=C(C(C)C)C=1)C. Product: [CH:11]([NH:14][C:2]1[CH:3]=[C:4]2[CH:5]=[CH:16][NH:7][C:8]2=[N:9][CH:10]=1)([CH3:13])[CH3:12]. The catalyst class is: 443. (2) Reactant: [OH:1][C@H:2]1[CH2:6][N:5]([C:7](=[O:15])[CH2:8][C:9]2[O:13][N:12]=[C:11]([CH3:14])[CH:10]=2)[C@H:4]([C:16]([OH:18])=O)[CH2:3]1.[NH:19]1[CH:23]=[CH:22][C:21]([C:24]2[CH:29]=[CH:28][C:27]([CH2:30][NH2:31])=[CH:26][CH:25]=2)=[CH:20]1.C(Cl)CCl.C1C=CC2N(O)N=NC=2C=1.CCN(C(C)C)C(C)C.[Cl-].[Na+]. Product: [NH:19]1[CH:23]=[CH:22][C:21]([C:24]2[CH:29]=[CH:28][C:27]([CH2:30][NH:31][C:16]([C@@H:4]3[CH2:3][C@@H:2]([OH:1])[CH2:6][N:5]3[C:7](=[O:15])[CH2:8][C:9]3[O:13][N:12]=[C:11]([CH3:14])[CH:10]=3)=[O:18])=[CH:26][CH:25]=2)=[CH:20]1. The catalyst class is: 3. (3) Reactant: [Br:1][C:2]1[C:20]([CH3:21])=[CH:19][C:5]([O:6][C@@H:7]2[CH2:10][C@H:9]([NH:11]C(=O)OC(C)(C)C)[CH2:8]2)=[CH:4][C:3]=1[CH3:22].FC(F)(F)C(O)=O. Product: [Br:1][C:2]1[C:20]([CH3:21])=[CH:19][C:5]([O:6][C@@H:7]2[CH2:10][C@H:9]([NH2:11])[CH2:8]2)=[CH:4][C:3]=1[CH3:22]. The catalyst class is: 793. (4) Reactant: [NH2:1][C:2]1[CH:6]=[C:5]([C:7]2[CH:12]=[CH:11][C:10]([Cl:13])=[CH:9][CH:8]=2)[S:4][C:3]=1[C:14]([NH:16][C@H:17]1[CH2:22][CH2:21][CH2:20][N:19](C(OC(C)(C)C)=O)[CH2:18]1)=[O:15].[CH3:30][O:31][C:32]1[CH:33]=[C:34]([N:40]=[C:41]=[O:42])[CH:35]=[CH:36][C:37]=1[O:38][CH3:39]. Product: [NH:19]1[CH2:20][CH2:21][CH2:22][C@H:17]([NH:16][C:14]([C:3]2[S:4][C:5]([C:7]3[CH:8]=[CH:9][C:10]([Cl:13])=[CH:11][CH:12]=3)=[CH:6][C:2]=2[NH:1][C:41]([NH:40][C:34]2[CH:35]=[CH:36][C:37]([O:38][CH3:39])=[C:32]([O:31][CH3:30])[CH:33]=2)=[O:42])=[O:15])[CH2:18]1. The catalyst class is: 1. (5) Reactant: [C:1](N1C=CN=C1)([N:3]1[CH:7]=[CH:6][N:5]=[CH:4]1)=[S:2].[CH2:13]([NH:16][C:17]1[N:22]=[C:21]([NH:23][CH2:24][CH:25]=[CH2:26])[N:20]=[C:19]([N:27]2[CH2:32][CH2:31][NH:30][CH2:29][CH2:28]2)[N:18]=1)[CH:14]=[CH2:15].C1CCN2C(=NCCC2)CC1.C(OCC)(=O)C. Product: [N:3]1([C:1]([N:30]2[CH2:29][CH2:28][N:27]([C:19]3[N:18]=[C:17]([NH:16][CH2:13][CH:14]=[CH2:15])[N:22]=[C:21]([NH:23][CH2:24][CH:25]=[CH2:26])[N:20]=3)[CH2:32][CH2:31]2)=[S:2])[CH:7]=[CH:6][N:5]=[CH:4]1. The catalyst class is: 134. (6) Reactant: [C:1](Cl)(=[O:5])[C:2](Cl)=O.CN(C)C=O.[CH3:12][O:13][C:14]([C:16]1[S:17][C:18]([C:21]2[CH:22]=[C:23]3[C:27](=[CH:28][CH:29]=2)[N:26]([CH:30]([CH3:32])[CH3:31])[CH:25]=C3)=[CH:19][CH:20]=1)=[O:15]. Product: [CH3:12][O:13][C:14]([C:16]1[S:17][C:18]([C:21]2[CH:29]=[C:28]3[C:27](=[CH:23][CH:22]=2)[N:26]([CH:30]([CH3:32])[CH3:31])[CH:25]=[C:2]3[CH:1]=[O:5])=[CH:19][CH:20]=1)=[O:15]. The catalyst class is: 4. (7) Reactant: C(=[N:8][C:9]1([CH3:17])[CH2:14][CH2:13][C:12](=[O:15])[NH:11][C:10]1=[O:16])C1C=CC=CC=1.[ClH:18]. Product: [ClH:18].[NH2:8][C:9]1([CH3:17])[CH2:14][CH2:13][C:12](=[O:15])[NH:11][C:10]1=[O:16]. The catalyst class is: 1. (8) Reactant: [CH2:1]([O:3][C:4]([C:6]1([C:13]2[CH:18]=[CH:17][CH:16]=[CH:15][CH:14]=2)[CH2:11][CH2:10][N:9]([CH3:12])[CH2:8][CH2:7]1)=[O:5])[CH3:2].[ClH:19]. Product: [ClH:19].[CH2:1]([O:3][C:4]([C:6]1([C:13]2[CH:14]=[CH:15][CH:16]=[CH:17][CH:18]=2)[CH2:7][CH2:8][N:9]([CH3:12])[CH2:10][CH2:11]1)=[O:5])[CH3:2]. The catalyst class is: 275. (9) Product: [F:33][C:34]([F:39])([F:38])[C:35]([OH:37])=[O:36].[CH3:31][O:30][C:28](=[O:29])[CH2:27][C:18]1[C:17]([CH3:32])=[C:16]([C:14]([N:11]2[CH2:12][CH2:13][NH:8][CH2:9][CH2:10]2)=[O:15])[C:25]2[C:20](=[CH:21][CH:22]=[C:23]([F:26])[CH:24]=2)[CH:19]=1. Reactant: C(OC([N:8]1[CH2:13][CH2:12][N:11]([C:14]([C:16]2[C:25]3[C:20](=[CH:21][CH:22]=[C:23]([F:26])[CH:24]=3)[CH:19]=[C:18]([CH2:27][C:28]([O:30][CH3:31])=[O:29])[C:17]=2[CH3:32])=[O:15])[CH2:10][CH2:9]1)=O)(C)(C)C.[F:33][C:34]([F:39])([F:38])[C:35]([OH:37])=[O:36]. The catalyst class is: 4.